From a dataset of Full USPTO retrosynthesis dataset with 1.9M reactions from patents (1976-2016). Predict the reactants needed to synthesize the given product. (1) Given the product [NH2:9][CH:10]([C:14]1[CH:19]=[CH:18][C:17]([I:20])=[CH:16][CH:15]=1)[CH2:11][OH:12], predict the reactants needed to synthesize it. The reactants are: [BH4-].[Li+].Cl[Si](C)(C)C.Cl.[NH2:9][CH:10]([C:14]1[CH:19]=[CH:18][C:17]([I:20])=[CH:16][CH:15]=1)[C:11](O)=[O:12]. (2) Given the product [CH2:8]([C:7]1[C:2]([NH:1][CH:23]([CH2:27][CH2:28][CH3:29])[C:24]([OH:26])=[O:25])=[N:3][CH:4]=[C:5]([C:15]2[CH:16]=[CH:17][C:18]([OH:21])=[CH:19][CH:20]=2)[N:6]=1)[C:9]1[CH:10]=[CH:11][CH:12]=[CH:13][CH:14]=1, predict the reactants needed to synthesize it. The reactants are: [NH2:1][C:2]1[N:3]=[CH:4][C:5]([C:15]2[CH:20]=[CH:19][C:18]([OH:21])=[CH:17][CH:16]=2)=[N:6][C:7]=1[CH2:8][C:9]1[CH:14]=[CH:13][CH:12]=[CH:11][CH:10]=1.O=[C:23]([CH2:27][CH2:28][CH3:29])[C:24]([OH:26])=[O:25].